From a dataset of Reaction yield outcomes from USPTO patents with 853,638 reactions. Predict the reaction yield, written as a fraction of the theoretical maximum amount of product (1.0 means a 100% yield; for example, 0.34 means a 34% yield). (1) The reactants are [CH:1]1[C:11]2[CH2:10][CH2:9][C:8]3[CH:12]=[CH:13][CH:14]=[CH:15][C:7]=3[C:6](=[CH:16][C:17]3[CH:18]=[C:19]([NH2:23])[CH:20]=[CH:21][CH:22]=3)[C:5]=2[CH:4]=[CH:3][CH:2]=1.[CH2:24]([S:28](Cl)(=[O:30])=[O:29])[CH2:25][CH2:26][CH3:27]. No catalyst specified. The product is [CH:1]1[C:11]2[CH2:10][CH2:9][C:8]3[CH:12]=[CH:13][CH:14]=[CH:15][C:7]=3[C:6](=[CH:16][C:17]3[CH:18]=[C:19]([NH:23][S:28]([CH2:24][CH2:25][CH2:26][CH3:27])(=[O:30])=[O:29])[CH:20]=[CH:21][CH:22]=3)[C:5]=2[CH:4]=[CH:3][CH:2]=1. The yield is 0.580. (2) The reactants are [OH-].[Li+].COC([C:7]1[C:12]([NH2:13])=[N:11][C:10]([NH2:14])=[C:9]([Cl:15])[N:8]=1)=O.Cl. The catalyst is CO.O.O1CCOCC1. The product is [Cl:15][C:9]1[C:10]([NH2:14])=[N:11][C:12]([NH2:13])=[CH:7][N:8]=1. The yield is 0.820.